From a dataset of Reaction yield outcomes from USPTO patents with 853,638 reactions. Predict the reaction yield, written as a fraction of the theoretical maximum amount of product (1.0 means a 100% yield; for example, 0.34 means a 34% yield). (1) The reactants are [C:1](/[C:3](=[C:5]1/[C:6]2[CH:35]=[CH:34][CH:33]=[CH:32][C:7]=2[O:8][CH2:9][C:10]2[CH:15]=[C:14]([CH2:16][N:17]3[C:21]4[CH:22]=[CH:23][CH:24]=[C:25]([C:26](O)=[O:27])[C:20]=4[N:19]=[C:18]3[CH2:29][CH2:30][CH3:31])[CH:13]=[CH:12][C:11]/1=2)/[CH3:4])#[N:2].[NH2:36][CH2:37][CH2:38][OH:39].C(N=C=NCCCN(C)C)C.ON1C2C=CC=CC=2N=N1.C(=O)([O-])O.[Na+]. The catalyst is CN(C=O)C. The product is [OH:39][CH2:38][CH2:37][NH:36][C:26]([C:25]1[C:20]2[N:19]=[C:18]([CH2:29][CH2:30][CH3:31])[N:17]([CH2:16][C:14]3[CH:13]=[CH:12][C:11]4/[C:5](=[C:3](\[C:1]#[N:2])/[CH3:4])/[C:6]5[CH:35]=[CH:34][CH:33]=[CH:32][C:7]=5[O:8][CH2:9][C:10]=4[CH:15]=3)[C:21]=2[CH:22]=[CH:23][CH:24]=1)=[O:27]. The yield is 0.990. (2) The reactants are [F:1][C:2]1[C:7]([OH:8])=[CH:6][CH:5]=[C:4]([N+:9]([O-])=O)[C:3]=1[CH2:12][C:13](=O)[CH3:14].S(S([O-])=O)([O-])=O.[Na+].[Na+]. The catalyst is C(=O)([O-])[O-].[K+].[K+].O. The product is [F:1][C:2]1[C:7]([OH:8])=[CH:6][CH:5]=[C:4]2[C:3]=1[CH:12]=[C:13]([CH3:14])[NH:9]2. The yield is 0.645. (3) The reactants are Cl[C:2]1[N:7]=[CH:6][N:5]=[C:4]([NH:8][C:9]2[CH:14]=[CH:13][C:12]([O:15][C:16]([F:19])([F:18])[F:17])=[CH:11][CH:10]=2)[CH:3]=1.[CH3:20][N:21]1[C:25]([CH3:26])=[C:24](B2OC(C)(C)C(C)(C)O2)[C:23]([CH3:36])=[N:22]1.C(=O)([O-])[O-].[Na+].[Na+].C(O)(C(F)(F)F)=O. The catalyst is C(#N)C.C1C=CC([P]([Pd]([P](C2C=CC=CC=2)(C2C=CC=CC=2)C2C=CC=CC=2)([P](C2C=CC=CC=2)(C2C=CC=CC=2)C2C=CC=CC=2)[P](C2C=CC=CC=2)(C2C=CC=CC=2)C2C=CC=CC=2)(C2C=CC=CC=2)C2C=CC=CC=2)=CC=1.O. The product is [F:17][C:16]([F:19])([F:18])[O:15][C:12]1[CH:13]=[CH:14][C:9]([NH:8][C:4]2[CH:3]=[C:2]([C:24]3[C:23]([CH3:36])=[N:22][N:21]([CH3:20])[C:25]=3[CH3:26])[N:7]=[CH:6][N:5]=2)=[CH:10][CH:11]=1. The yield is 0.800. (4) The reactants are [CH2:1]([O:8][C:9]1[CH:14]=[CH:13][C:12]([C:15]2(O)[C:23]3[C:18](=[CH:19][CH:20]=[CH:21][CH:22]=3)[C:17](=[O:24])[N:16]2[CH2:25][CH2:26][C:27]2[CH:32]=[CH:31][CH:30]=[CH:29][N:28]=2)=[CH:11][C:10]=1[O:34][CH3:35])[C:2]1[CH:7]=[CH:6][CH:5]=[CH:4][CH:3]=1.FC(F)(F)C(O)=O.[SiH](CC)(CC)CC. The catalyst is C(Cl)Cl. The product is [CH2:1]([O:8][C:9]1[CH:14]=[CH:13][C:12]([CH:15]2[C:23]3[C:18](=[CH:19][CH:20]=[CH:21][CH:22]=3)[C:17](=[O:24])[N:16]2[CH2:25][CH2:26][C:27]2[CH:32]=[CH:31][CH:30]=[CH:29][N:28]=2)=[CH:11][C:10]=1[O:34][CH3:35])[C:2]1[CH:7]=[CH:6][CH:5]=[CH:4][CH:3]=1. The yield is 0.810. (5) The reactants are [N:1]([C@@H:4]1[CH2:8][N:7]([C:9]2[N:13]3[C:14]4[CH:20]=[CH:19][NH:18][C:15]=4[N:16]=[CH:17][C:12]3=[CH:11][N:10]=2)[C@H:6]([CH2:21][CH3:22])[CH2:5]1)=[N+]=[N-].[F:23][C:24]([F:32])([F:31])[CH2:25][CH2:26][S:27](Cl)(=[O:29])=[O:28]. The catalyst is CCO.[OH-].[OH-].[Pd+2]. The product is [CH2:21]([C@H:6]1[N:7]([C:9]2[N:13]3[C:14]4[CH:20]=[CH:19][NH:18][C:15]=4[N:16]=[CH:17][C:12]3=[CH:11][N:10]=2)[CH2:8][C@@H:4]([NH:1][S:27]([CH2:26][CH2:25][C:24]([F:32])([F:31])[F:23])(=[O:29])=[O:28])[CH2:5]1)[CH3:22]. The yield is 0.160.